Dataset: Experimentally validated miRNA-target interactions with 360,000+ pairs, plus equal number of negative samples. Task: Binary Classification. Given a miRNA mature sequence and a target amino acid sequence, predict their likelihood of interaction. (1) The miRNA is hsa-miR-4649-3p with sequence UCUGAGGCCUGCCUCUCCCCA. The protein sequence of the target gene is MAPPVRPGMLPLLLLLLLPPLGSVPGVWSFSELFFMKEPQDATVTRKDPVVLDCQAHGEGPIKVTWLKNGAKLSENKRIQVLSNGSLYISEVEGRRGEQSDEGFYQCLAVNKYGAILSQKAHLTLSTISAFEVHPVSTEVHEGGVARFSCKISSTPPAVITWEFNRTALPTTMDRVTALPSGVLQIYDVGPEDAGNYRCVAATIAHKRKSMEASLTIVAANETRSFYMPTIIASPQNVTASLHQTVVLECMATGYPRPIISWSRLDHKSIDVFNTRVLGNGNLIISDVKLQHAGVYVCRA.... Result: 0 (no interaction). (2) The miRNA is mmu-miR-802-5p with sequence UCAGUAACAAAGAUUCAUCCUU. The protein sequence of the target gene is MEETEKKVATQEGRFFSKMKVFLMSLTCAYLAKSLSGVYMNSMLTQIERQFGIPTSVVGFITGSFEIGNLLLIVFVSYFGRKLHRPIIIGVGCVVMGLGCFLMASPHFLMGRYKYETTISPTSNLSSNSFLCIENRTQTLKPTQDPTECVKEIKSLMWIYVLIGNTMRGIGETPIMPLGISYIEDFAKSENSPLYIGILEMGKIVGPIIGLLLGSFFARVYVDIGSVNTDDLTITPTDTRWVGAWWIGFLVCAGVNILTSIPFFFFPKTLPKKELQDNVDVTKYEKVEKHRERAKKENLG.... Result: 1 (interaction). (3) The miRNA is hsa-miR-4468 with sequence AGAGCAGAAGGAUGAGAU. The protein sequence of the target gene is MTEMSFLSSEVLVGDLMSPFDQSGLGAEESLGLLDDYLEVAKHFKPHGFSSDKAKAGSSEWLAVDGLVSPSNNSKEDAFSGTDWMLEKMDLKEFDLDALLGIDDLETMPDDLLTTLDDTCDLFAPLVQETNKQPPQTVNPIGHLPESLTKPDQVAPFTFLQPLPLSPGVLSSTPDHSFSLELGSEVDITEGDRKPDYTAYVAMIPQCIKEEDTPSDNDSGICMSPESYLGSPQHSPSTRGSPNRSLPSPGVLCGSARPKPYDPPGEKMVAAKVKGEKLDKKLKKMEQNKTAATRYRQKKR.... Result: 0 (no interaction). (4) The miRNA is hsa-miR-6756-3p with sequence UCCCCUUCCUCCCUGCCCAG. The protein sequence of the target gene is MASSHWNETTTSVYQYLGFQVQKIYPFHDNWNTACFVILLLFIFTVVSLVVLAFLYEVLDCCCCVKNKTVKDLKSEPNPLRSMMDNIRKRETEVV. Result: 1 (interaction). (5) The miRNA is mmu-let-7a-5p with sequence UGAGGUAGUAGGUUGUAUAGUU. The protein sequence of the target gene is MIIKEYRIPLPMTVEEYRIAQLYMIQKKSRNETYGEGSGVEILENRPYTDGPGGSGQYTHKVYHVGMHIPSWFRSILPKAALRVVEESWNAYPYTRTRFTCPFVEKFSIDIETFYKTDAGENPDVFNLSPVEKNQLTIDFIDIVKDPVPHNEYKTEEDPKLFQSTKTQRGPLSENWIEEYKKQVFPIMCAYKLCKVEFRYWGMQSKIERFIHDTGLRRVMVRAHRQAWCWQDEWYGLSMENIRELEKEAQLMLSRKMAQFNEDGEEATELVKHEAVSDQTSGEPPEPSSSNGEPLVGRGL.... Result: 0 (no interaction).